From a dataset of Reaction yield outcomes from USPTO patents with 853,638 reactions. Predict the reaction yield, written as a fraction of the theoretical maximum amount of product (1.0 means a 100% yield; for example, 0.34 means a 34% yield). (1) The reactants are [C:1]([C:5]1[CH:14]=[CH:13][C:12]([NH2:15])=[CH:11][C:6]=1[C:7](OC)=[O:8])([CH3:4])([CH3:3])[CH3:2].[H-].[H-].[H-].[H-].[Li+].[Al+3]. The catalyst is C1COCC1.O. The product is [C:1]([C:5]1[CH:14]=[CH:13][C:12]([NH2:15])=[CH:11][C:6]=1[CH2:7][OH:8])([CH3:4])([CH3:2])[CH3:3]. The yield is 0.200. (2) The reactants are [CH2:1]([CH2:3][NH2:4])[OH:2].Cl[C:6]1[C:11]([C:12]#[N:13])=[CH:10][N:9]=[CH:8][CH:7]=1.C(N(C(C)C)CC)(C)C.CO. The catalyst is C(O)(C)C. The product is [OH:2][CH2:1][CH2:3][NH:4][C:6]1[C:11]([C:12]#[N:13])=[CH:10][N:9]=[CH:8][CH:7]=1. The yield is 0.740. (3) The reactants are [Cl:1][C:2]1[CH:3]=[C:4]([CH:7]=[C:8]([OH:11])[C:9]=1[OH:10])[CH:5]=[O:6].[C:12]([O-])([O-])=O.[Cs+].[Cs+].O. The catalyst is CN(C=O)C. The product is [Cl:1][C:2]1[C:9]2[O:10][CH2:12][O:11][C:8]=2[CH:7]=[C:4]([CH:5]=[O:6])[CH:3]=1. The yield is 0.700. (4) The reactants are [Mg].Br[CH2:3][CH2:4][CH2:5][CH2:6][CH2:7][CH2:8][CH3:9].Cl[C:11]1[CH:16]=[CH:15][CH:14]=[CH:13][C:12]=1Cl.Cl. The catalyst is Cl[Ni]1(Cl)[P](C2C=CC=CC=2)(C2C=CC=CC=2)CCC[P]1(C1C=CC=CC=1)C1C=CC=CC=1.C(OCC)C. The product is [CH2:3]([C:11]1[CH:16]=[CH:15][CH:14]=[CH:13][C:12]=1[CH2:3][CH2:4][CH2:5][CH2:6][CH2:7][CH2:8][CH3:9])[CH2:4][CH2:5][CH2:6][CH2:7][CH2:8][CH3:9]. The yield is 0.393. (5) The reactants are [CH3:1][N:2]1[C:6]([N:7]2[CH2:13][CH2:12][CH2:11][CH:10]([NH:14][C:15](=[O:21])[O:16][C:17]([CH3:20])([CH3:19])[CH3:18])[CH2:9][CH2:8]2)=[C:5]([N+:22]([O-])=O)[CH:4]=[N:3]1.[NH4+].[Cl-].CCO. The catalyst is [Fe].O. The product is [NH2:22][C:5]1[CH:4]=[N:3][N:2]([CH3:1])[C:6]=1[N:7]1[CH2:13][CH2:12][CH2:11][CH:10]([NH:14][C:15](=[O:21])[O:16][C:17]([CH3:18])([CH3:19])[CH3:20])[CH2:9][CH2:8]1. The yield is 0.885. (6) The reactants are Br[C:2]1[CH:10]=[CH:9][C:8]([C:11]([NH2:13])=[O:12])=[C:7]2[C:3]=1[C:4]([CH3:15])=[C:5]([CH3:14])[NH:6]2.CC1(C)C(C)(C)OB([C:24]2[CH2:25][N:26]([C:30]([O:32][C:33]([CH3:36])([CH3:35])[CH3:34])=[O:31])[CH2:27][CH2:28][CH:29]=2)O1.O1CCOCC1.C([O-])([O-])=O.[Cs+].[Cs+]. The catalyst is CCOC(C)=O.O.C1C=CC(P(C2C=CC=CC=2)[C-]2C=CC=C2)=CC=1.C1C=CC(P(C2C=CC=CC=2)[C-]2C=CC=C2)=CC=1.Cl[Pd]Cl.[Fe+2].C(Cl)Cl. The product is [C:11]([C:8]1[CH:9]=[CH:10][C:2]([C:24]2[CH2:25][N:26]([C:30]([O:32][C:33]([CH3:36])([CH3:35])[CH3:34])=[O:31])[CH2:27][CH2:28][CH:29]=2)=[C:3]2[C:7]=1[NH:6][C:5]([CH3:14])=[C:4]2[CH3:15])(=[O:12])[NH2:13]. The yield is 0.690.